Dataset: Forward reaction prediction with 1.9M reactions from USPTO patents (1976-2016). Task: Predict the product of the given reaction. (1) Given the reactants [F:1][C:2]1[CH:3]=[C:4]([CH:8]=[CH:9][C:10]=1[N+:11]([O-:13])=[O:12])[C:5](O)=[O:6].C[N:15]1CCOCC1.ClC(OCC(C)C)=O.N, predict the reaction product. The product is: [F:1][C:2]1[CH:3]=[C:4]([CH:8]=[CH:9][C:10]=1[N+:11]([O-:13])=[O:12])[C:5]([NH2:15])=[O:6]. (2) Given the reactants CC1(C)C(C)(C)OB([C:9]2[CH:10]=[C:11]3[C:16](=[CH:17][CH:18]=2)[C:15](=[O:19])[NH:14][CH2:13][CH2:12]3)O1.I[C:22]1[CH:23]=[C:24]2[C:29](=[CH:30][CH:31]=1)[C:28](=[O:32])[N:27]([CH2:33][CH2:34][N:35]1[CH2:39][CH2:38][CH2:37][C@H:36]1[CH3:40])[CH2:26][CH2:25]2.C(=O)([O-])[O-].[Na+].[Na+], predict the reaction product. The product is: [CH3:40][C@@H:36]1[CH2:37][CH2:38][CH2:39][N:35]1[CH2:34][CH2:33][N:27]1[CH2:26][CH2:25][C:24]2[C:29](=[CH:30][CH:31]=[C:22]([C:9]3[CH:10]=[C:11]4[C:16](=[CH:17][CH:18]=3)[C:15](=[O:19])[NH:14][CH2:13][CH2:12]4)[CH:23]=2)[C:28]1=[O:32]. (3) Given the reactants [Cl:1][C:2]1[N:10]=[C:9]2[C:5]([NH:6][CH:7]=[N:8]2)=[C:4](Cl)[N:3]=1.C[C:13]([C:15]1[CH:20]=[CH:19][C:18]([NH2:21])=[CH:17][CH:16]=1)=[O:14], predict the reaction product. The product is: [Cl:1][C:2]1[N:10]=[C:9]2[C:5]([N:6]=[CH:7][NH:8]2)=[C:4]([NH:21][C:18]2[CH:19]=[CH:20][C:15]([CH:13]=[O:14])=[CH:16][CH:17]=2)[N:3]=1. (4) The product is: [O:1]([CH2:8][CH2:9][C:10]([O:12][CH3:17])=[O:11])[C:2]1[CH:7]=[CH:6][CH:5]=[CH:4][CH:3]=1. Given the reactants [O:1]([CH2:8][CH2:9][C:10]([OH:12])=[O:11])[C:2]1[CH:7]=[CH:6][CH:5]=[CH:4][CH:3]=1.O=S(Cl)Cl.[CH3:17]O, predict the reaction product. (5) Given the reactants [N:1]1([CH2:6][C:7]2([CH2:10][NH:11][C:12]([C:14]3[CH:19]=[CH:18][C:17]([NH:20][C:21]4[N:26]=[C:25]([O:27][CH2:28][C:29]([F:32])([F:31])[F:30])[N:24]=[C:23]([NH:33][C:34]5([C:37]6[CH:49]=[CH:48][C:40]([O:41][CH2:42][C:43]([O:45]CC)=[O:44])=[CH:39][CH:38]=6)[CH2:36][CH2:35]5)[N:22]=4)=[CH:16][CH:15]=3)=[O:13])[CH2:9][CH2:8]2)[CH2:5][CH2:4][CH2:3][CH2:2]1.[Li+].[OH-].O, predict the reaction product. The product is: [N:1]1([CH2:6][C:7]2([CH2:10][NH:11][C:12]([C:14]3[CH:15]=[CH:16][C:17]([NH:20][C:21]4[N:26]=[C:25]([O:27][CH2:28][C:29]([F:32])([F:30])[F:31])[N:24]=[C:23]([NH:33][C:34]5([C:37]6[CH:49]=[CH:48][C:40]([O:41][CH2:42][C:43]([OH:45])=[O:44])=[CH:39][CH:38]=6)[CH2:36][CH2:35]5)[N:22]=4)=[CH:18][CH:19]=3)=[O:13])[CH2:9][CH2:8]2)[CH2:2][CH2:3][CH2:4][CH2:5]1. (6) Given the reactants [C:1]1([C:11]([OH:13])=[O:12])[C:10]2[C:5](=[CH:6][CH:7]=[CH:8][CH:9]=2)[CH:4]=[CH:3][CH:2]=1.[H][H], predict the reaction product. The product is: [C:1]1([C:11]([OH:13])=[O:12])[C:10]2[CH2:9][CH2:8][CH2:7][CH2:6][C:5]=2[CH:4]=[CH:3][CH:2]=1. (7) Given the reactants [N:1]1[C:6]2[S:7][C:8]([CH:10]=O)=[CH:9][C:5]=2[CH:4]=[N:3][CH:2]=1.[CH3:12][O:13][C:14]1[CH:15]=[C:16]([CH:19]=[CH:20][C:21]=1[O:22][CH3:23])[CH2:17][NH2:18], predict the reaction product. The product is: [CH3:12][O:13][C:14]1[CH:15]=[C:16]([CH:19]=[CH:20][C:21]=1[O:22][CH3:23])[CH2:17][N:18]=[CH:10][C:8]1[S:7][C:6]2[N:1]=[CH:2][N:3]=[CH:4][C:5]=2[CH:9]=1. (8) Given the reactants [Cl:1][C:2]1[CH:3]=[C:4]([C:12]2([C:28]([F:31])([F:30])[F:29])[O:16][N:15]=[C:14]([C:17]3[CH:22]=[CH:21][C:20]([C:23]4([F:27])[CH2:26][NH:25][CH2:24]4)=[CH:19][CH:18]=3)[CH2:13]2)[CH:5]=[C:6]([C:8]([F:11])([F:10])[F:9])[CH:7]=1.C(N(CC)CC)C.[S:39](Cl)([CH3:42])(=[O:41])=[O:40], predict the reaction product. The product is: [Cl:1][C:2]1[CH:3]=[C:4]([C:12]2([C:28]([F:31])([F:29])[F:30])[O:16][N:15]=[C:14]([C:17]3[CH:22]=[CH:21][C:20]([C:23]4([F:27])[CH2:26][N:25]([S:39]([CH3:42])(=[O:41])=[O:40])[CH2:24]4)=[CH:19][CH:18]=3)[CH2:13]2)[CH:5]=[C:6]([C:8]([F:11])([F:10])[F:9])[CH:7]=1.